Dataset: Full USPTO retrosynthesis dataset with 1.9M reactions from patents (1976-2016). Task: Predict the reactants needed to synthesize the given product. Given the product [Cl:30][C:31]1[CH:36]=[CH:35][CH:34]=[C:33]([Cl:37])[C:32]=1[C:38]1[NH:39][C:40]2[CH:46]=[C:45]([C:47]3[O:48][C:1]([N:12]4[CH2:17][CH2:16][CH2:15][CH2:14][CH2:13]4)=[N:50][N:49]=3)[CH:44]=[CH:43][C:41]=2[N:42]=1, predict the reactants needed to synthesize it. The reactants are: [C:1](Cl)(Cl)=O.C1(C)C=CC=CC=1.[NH:12]1[CH2:17][CH2:16][CH2:15][CH2:14][CH2:13]1.CCOP(O)N(C(C)C)C(C)C.[Cl:30][C:31]1[CH:36]=[CH:35][CH:34]=[C:33]([Cl:37])[C:32]=1[C:38]1[NH:39][C:40]2[CH:46]=[C:45]([C:47]([NH:49][NH2:50])=[O:48])[CH:44]=[CH:43][C:41]=2[N:42]=1.